This data is from Forward reaction prediction with 1.9M reactions from USPTO patents (1976-2016). The task is: Predict the product of the given reaction. (1) Given the reactants Br[C:2]1[CH:11]=[CH:10][C:9]2[C:4](=[N:5][C:6](Br)=[CH:7][CH:8]=2)[N:3]=1.CC1(C)C(C)(C)OB([C:21]2[CH:22]=[C:23]([C:32]([O:34][CH2:35][CH3:36])=[O:33])[CH:24]=[C:25]([CH:31]=2)[C:26]([O:28][CH2:29][CH3:30])=[O:27])O1.[F-].[Cs+], predict the reaction product. The product is: [N:3]1[C:4]2[C:9](=[CH:8][CH:7]=[C:6]([C:21]3[CH:31]=[C:25]([C:26]([O:28][CH2:29][CH3:30])=[O:27])[CH:24]=[C:23]([CH:22]=3)[C:32]([O:34][CH2:35][CH3:36])=[O:33])[N:5]=2)[CH:10]=[CH:11][C:2]=1[C:21]1[CH:31]=[C:25]([C:26]([O:28][CH2:29][CH3:30])=[O:27])[CH:24]=[C:23]([CH:22]=1)[C:32]([O:34][CH2:35][CH3:36])=[O:33]. (2) Given the reactants [Cl:1][CH2:2][CH2:3][CH2:4][S:5](Cl)(=[O:7])=[O:6].C(N(CC)CC)C.[NH2:16][C:17]1[CH:22]=[CH:21][C:20]([N:23]2[CH2:27][CH:26]([CH2:28][NH:29][C:30]([C:32]3[S:33][C:34]([Cl:37])=[CH:35][CH:36]=3)=[O:31])[O:25][C:24]2=[O:38])=[CH:19][CH:18]=1, predict the reaction product. The product is: [Cl:37][C:34]1[S:33][C:32]([C:30]([NH:29][CH2:28][CH:26]2[O:25][C:24](=[O:38])[N:23]([C:20]3[CH:19]=[CH:18][C:17]([NH:16][S:5]([CH2:4][CH2:3][CH2:2][Cl:1])(=[O:7])=[O:6])=[CH:22][CH:21]=3)[CH2:27]2)=[O:31])=[CH:36][CH:35]=1.